Predict the reactants needed to synthesize the given product. From a dataset of Full USPTO retrosynthesis dataset with 1.9M reactions from patents (1976-2016). (1) Given the product [CH2:41]([O:40][C:38](=[O:39])[CH2:37][C@H:33]1[C:34]2[C:30](=[CH:29][C:28]([O:27][CH2:26][CH2:25][CH2:24][N:23]([C:21]3[C:20]([CH3:44])=[CH:19][N:18]=[C:17]([O:15][C:11]4[CH:12]=[CH:13][CH:14]=[C:9]([O:8][CH3:7])[CH:10]=4)[N:22]=3)[CH3:43])=[CH:36][CH:35]=2)[CH2:31][CH2:32]1)[CH3:42], predict the reactants needed to synthesize it. The reactants are: C([O-])([O-])=O.[K+].[K+].[CH3:7][O:8][C:9]1[CH:10]=[C:11]([OH:15])[CH:12]=[CH:13][CH:14]=1.Cl[C:17]1[N:22]=[C:21]([N:23]([CH3:43])[CH2:24][CH2:25][CH2:26][O:27][C:28]2[CH:29]=[C:30]3[C:34](=[CH:35][CH:36]=2)[C@H:33]([CH2:37][C:38]([O:40][CH2:41][CH3:42])=[O:39])[CH2:32][CH2:31]3)[C:20]([CH3:44])=[CH:19][N:18]=1. (2) Given the product [OH:48][CH:47]([C:11]1[C:6]2[C:5](=[O:24])[N:4]([CH2:25][CH2:26][CH2:27][O:28][CH:29]3[CH2:34][CH2:33][CH2:32][CH2:31][O:30]3)[C:3](=[O:35])[N:2]([CH3:1])[C:7]=2[N:8]=[CH:9][C:10]=1[O:12][C:13]1[CH:18]=[CH:17][CH:16]=[C:15]([O:19][C:20]([F:21])([F:22])[F:23])[CH:14]=1)[CH2:46][CH:45]([CH3:49])[CH3:44], predict the reactants needed to synthesize it. The reactants are: [CH3:1][N:2]1[C:7]2[N:8]=[CH:9][C:10]([O:12][C:13]3[CH:18]=[CH:17][CH:16]=[C:15]([O:19][C:20]([F:23])([F:22])[F:21])[CH:14]=3)=[CH:11][C:6]=2[C:5](=[O:24])[N:4]([CH2:25][CH2:26][CH2:27][O:28][CH:29]2[CH2:34][CH2:33][CH2:32][CH2:31][O:30]2)[C:3]1=[O:35].[Li+].CC([N-]C(C)C)C.[CH3:44][CH:45]([CH3:49])[CH2:46][CH:47]=[O:48]. (3) Given the product [CH2:19]([O:18][C:16](=[O:17])[NH:1][CH2:2][CH:3]([OH:14])[CH2:4][O:5][C:6]1[CH:11]=[CH:10][C:9]([F:12])=[C:8]([F:13])[CH:7]=1)[C:20]1[CH:25]=[CH:24][CH:23]=[CH:22][CH:21]=1, predict the reactants needed to synthesize it. The reactants are: [NH2:1][CH2:2][CH:3]([OH:14])[CH2:4][O:5][C:6]1[CH:11]=[CH:10][C:9]([F:12])=[C:8]([F:13])[CH:7]=1.Cl[C:16]([O:18][CH2:19][C:20]1[CH:25]=[CH:24][CH:23]=[CH:22][CH:21]=1)=[O:17].C(N(CC)C(C)C)(C)C.CN(C=O)C. (4) Given the product [NH:7]1[C:11]2[CH:12]=[CH:13][CH:14]=[CH:15][C:10]=2[N:9]=[C:8]1[O:16][C:17]1[CH:18]=[CH:19][C:20]([N:23]2[C:27]3=[N:28][CH:29]=[CH:30][CH:31]=[C:26]3[NH:25][C:24]2=[O:32])=[CH:21][CH:22]=1, predict the reactants needed to synthesize it. The reactants are: C[Si](C)(C)CCOC[N:7]1[C:11]2[CH:12]=[CH:13][CH:14]=[CH:15][C:10]=2[N:9]=[C:8]1[O:16][C:17]1[CH:22]=[CH:21][C:20]([N:23]2[C:27]3=[N:28][CH:29]=[CH:30][CH:31]=[C:26]3[NH:25][C:24]2=[O:32])=[CH:19][CH:18]=1.CCCC[N+](CCCC)(CCCC)CCCC.[F-].CN(CCN(C)C)C. (5) Given the product [N+:21]([C:18]1[CH:19]=[CH:20][C:15]([C:13](=[O:14])[CH2:12][CH2:34][C:33]([C:30]2[CH:29]=[CH:28][C:27]([N+:24]([O-:26])=[O:25])=[CH:32][CH:31]=2)=[O:35])=[CH:16][CH:17]=1)([O-:23])=[O:22], predict the reactants needed to synthesize it. The reactants are: C(NCC)C.C(O)(C)(C)C.Br[CH2:12][C:13]([C:15]1[CH:20]=[CH:19][C:18]([N+:21]([O-:23])=[O:22])=[CH:17][CH:16]=1)=[O:14].[N+:24]([C:27]1[CH:32]=[CH:31][C:30]([C:33](=[O:35])[CH3:34])=[CH:29][CH:28]=1)([O-:26])=[O:25]. (6) Given the product [C:12]([O:11][C:9]([N:19]1[C:20]2[C:25](=[CH:24][CH:23]=[CH:22][CH:21]=2)[C:17]([CH3:16])=[CH:18]1)=[O:10])([CH3:13])([CH3:14])[CH3:15], predict the reactants needed to synthesize it. The reactants are: [C:9](O[C:9]([O:11][C:12]([CH3:15])([CH3:14])[CH3:13])=[O:10])([O:11][C:12]([CH3:15])([CH3:14])[CH3:13])=[O:10].[CH3:16][C:17]1[C:25]2[C:20](=[CH:21][CH:22]=[CH:23][CH:24]=2)[NH:19][CH:18]=1. (7) Given the product [C:1]([N:18]1[CH2:17][CH2:16][N:15]([CH2:21][CH2:22][CH2:23][C:24]([O:26][CH2:27][CH3:28])=[O:25])[CH2:20][CH2:19]1)(=[O:12])/[CH:2]=[CH:3]/[CH2:4][CH2:5][CH2:6][CH2:7][CH2:8][CH2:9][CH3:10].[ClH:13].[C:1]([N:18]1[CH2:17][CH2:16][N:15]([CH2:21][CH2:22][CH2:23][C:24]([OH:26])=[O:25])[CH2:20][CH2:19]1)(=[O:11])/[CH:2]=[CH:3]/[CH2:4][CH2:5][CH2:6][CH2:7][CH2:8][CH2:9][CH3:10], predict the reactants needed to synthesize it. The reactants are: [C:1]([OH:12])(=[O:11])/[CH:2]=[CH:3]/[CH2:4][CH2:5][CH2:6][CH2:7][CH2:8][CH2:9][CH3:10].[ClH:13].Cl.[N:15]1([CH2:21][CH2:22][CH2:23][C:24]([O:26][CH2:27][CH3:28])=[O:25])[CH2:20][CH2:19][NH:18][CH2:17][CH2:16]1. (8) Given the product [CH3:1][S:2]1(=[O:13])[C:7]2[CH:8]=[C:9]([N+:14]([O-:16])=[O:15])[CH:10]=[CH:11][C:6]=2[N:5]=[C:4]([CH3:12])[N:3]=1, predict the reactants needed to synthesize it. The reactants are: [CH3:1][S:2]1(=[O:13])[C:7]2[CH:8]=[CH:9][CH:10]=[CH:11][C:6]=2[N:5]=[C:4]([CH3:12])[N:3]=1.[N+:14]([O-])([O-:16])=[O:15].[K+].[NH4+].[OH-]. (9) Given the product [CH3:1][O:2][C:3]([C:5]1[CH:10]=[C:9]([Cl:20])[N:8]=[C:7]([C:13]([O:15][CH2:16][CH3:17])=[O:14])[CH:6]=1)=[O:4], predict the reactants needed to synthesize it. The reactants are: [CH3:1][O:2][C:3]([C:5]1[CH:10]=[C:9](OC)[N:8]=[C:7]([C:13]([O:15][CH2:16][CH3:17])=[O:14])[CH:6]=1)=[O:4].P(Cl)(Cl)([Cl:20])=O.